From a dataset of Catalyst prediction with 721,799 reactions and 888 catalyst types from USPTO. Predict which catalyst facilitates the given reaction. (1) The catalyst class is: 7. Reactant: [NH:1]1[C:10]2[C:5](=[CH:6][C:7]([O:11][C:12](=[O:21])[NH:13][CH2:14][CH2:15][CH2:16][CH2:17][CH2:18][CH2:19][CH3:20])=[CH:8][CH:9]=2)[CH2:4][CH2:3][CH2:2]1.[CH3:22]I.[OH-].[K+]. Product: [CH3:22][N:1]1[C:10]2[C:5](=[CH:6][C:7]([O:11][C:12](=[O:21])[NH:13][CH2:14][CH2:15][CH2:16][CH2:17][CH2:18][CH2:19][CH3:20])=[CH:8][CH:9]=2)[CH2:4][CH2:3][CH2:2]1. (2) Reactant: [Si:1]([O:8][C@@H:9]1[C@@:26]2([CH3:27])[C:13](=[CH:14][CH:15]=[C:16]3[C@@H:25]2[CH2:24][CH2:23][C@@:21]2([CH3:22])[C@H:17]3[CH2:18][CH:19]=[C:20]2[CH2:28][OH:29])[CH2:12][C@@H:11]([O:30][Si:31]([C:34]([CH3:37])([CH3:36])[CH3:35])([CH3:33])[CH3:32])[CH2:10]1)([C:4]([CH3:7])([CH3:6])[CH3:5])([CH3:3])[CH3:2].[H-].[Na+].C1OCCOCCOCCOCCOC1.Br[CH2:56][C:57]([O:59][C:60]([CH3:63])([CH3:62])[CH3:61])=[O:58]. Product: [Si:1]([O:8][C@@H:9]1[C@@:26]2([CH3:27])[C:13](=[CH:14][CH:15]=[C:16]3[C@@H:25]2[CH2:24][CH2:23][C@@:21]2([CH3:22])[C@H:17]3[CH2:18][CH:19]=[C:20]2[CH2:28][O:29][CH2:56][C:57]([O:59][C:60]([CH3:63])([CH3:62])[CH3:61])=[O:58])[CH2:12][C@@H:11]([O:30][Si:31]([C:34]([CH3:37])([CH3:36])[CH3:35])([CH3:32])[CH3:33])[CH2:10]1)([C:4]([CH3:7])([CH3:6])[CH3:5])([CH3:3])[CH3:2]. The catalyst class is: 54. (3) Reactant: [Br:1]N1C(=O)CCC1=O.[CH3:9][N:10]1[C:14]([C:15]2[CH:16]=[C:17]([NH:29]C(=O)C)[CH:18]=[CH:19][C:20]=2[O:21][CH2:22][C:23]([CH3:28])([N+:25]([O-:27])=[O:26])[CH3:24])=[CH:13][CH:12]=[N:11]1.[OH-].[Na+].O. Product: [Br:1][C:13]1[CH:12]=[N:11][N:10]([CH3:9])[C:14]=1[C:15]1[CH:16]=[C:17]([CH:18]=[CH:19][C:20]=1[O:21][CH2:22][C:23]([CH3:28])([N+:25]([O-:27])=[O:26])[CH3:24])[NH2:29]. The catalyst class is: 5. (4) Reactant: ClC(Cl)([O:4][C:5](=[O:11])[O:6][C:7](Cl)(Cl)Cl)Cl.[CH3:13][Si:14]([CH3:19])([CH3:18])[CH2:15]CO.O[N:21]1[C:26](=[O:27])[CH2:25][CH2:24][C:22]1=[O:23]. Product: [C:5](=[O:11])([O:6][CH2:7][CH2:19][Si:14]([CH3:13])([CH3:15])[CH3:18])[O:4][N:21]1[C:26](=[O:27])[CH2:25][CH2:24][C:22]1=[O:23]. The catalyst class is: 1. (5) Reactant: Br[CH2:2][CH2:3][CH2:4][N:5]1[C:13]2[C:8](=[N:9][CH:10]=[CH:11][CH:12]=2)[C:7]([C:14]2[CH:19]=[CH:18][C:17]([O:20][CH2:21][O:22][CH3:23])=[CH:16][CH:15]=2)=[CH:6]1.C([SnH](CCCC)CCCC)CCC.CC(N=NC(C#N)(C)C)(C#N)C.O. Product: [CH3:23][O:22][CH2:21][O:20][C:17]1[CH:18]=[CH:19][C:14]([C:7]2[C:8]3[N:9]=[CH:10][CH:11]=[CH:12][C:13]=3[N:5]3[C:6]=2[CH2:2][CH2:3][CH2:4]3)=[CH:15][CH:16]=1. The catalyst class is: 11. (6) Reactant: Cl[C:2]1[CH:3]=[C:4]([CH:9]=[C:10]([S:12]([CH3:15])(=[O:14])=[O:13])[CH:11]=1)[C:5]([O:7]C)=[O:6].[Br-].[CH:17]1([Zn+])[CH2:19][CH2:18]1.CN1CCN(C)C1=O.[NH4+].[Cl-]. Product: [CH:17]1([C:2]2[CH:3]=[C:4]([CH:9]=[C:10]([S:12]([CH3:15])(=[O:14])=[O:13])[CH:11]=2)[C:5]([OH:7])=[O:6])[CH2:19][CH2:18]1. The catalyst class is: 49. (7) Reactant: [N+:1]([C:4]1[CH:5]=[C:6]2[C:10](=[CH:11][CH:12]=1)[NH:9][N:8]=[C:7]2[NH:13][C:14](=[O:21])[C:15]1[CH:20]=[CH:19][CH:18]=[CH:17][CH:16]=1)([O-])=O.C(O)C.N. Product: [NH2:1][C:4]1[CH:5]=[C:6]2[C:10](=[CH:11][CH:12]=1)[NH:9][N:8]=[C:7]2[NH:13][C:14](=[O:21])[C:15]1[CH:20]=[CH:19][CH:18]=[CH:17][CH:16]=1. The catalyst class is: 6.